Dataset: Reaction yield outcomes from USPTO patents with 853,638 reactions. Task: Predict the reaction yield, written as a fraction of the theoretical maximum amount of product (1.0 means a 100% yield; for example, 0.34 means a 34% yield). The reactants are [CH:1]1([NH:7][C:8]([C@H:10](OS(C)(=O)=O)[C:11]2[CH:16]=[CH:15][CH:14]=[CH:13][CH:12]=2)=[O:9])[CH2:6][CH2:5][CH2:4][CH2:3][CH2:2]1.CCN(C(C)C)C(C)C.[F:31][C:32]1[CH:33]=[C:34]([NH2:38])[CH:35]=[CH:36][CH:37]=1.O. The catalyst is CN(C=O)C. The product is [CH:1]1([NH:7][C:8](=[O:9])[C@@H:10]([NH:38][C:34]2[CH:35]=[CH:36][CH:37]=[C:32]([F:31])[CH:33]=2)[C:11]2[CH:16]=[CH:15][CH:14]=[CH:13][CH:12]=2)[CH2:6][CH2:5][CH2:4][CH2:3][CH2:2]1. The yield is 0.286.